From a dataset of Peptide-MHC class I binding affinity with 185,985 pairs from IEDB/IMGT. Regression. Given a peptide amino acid sequence and an MHC pseudo amino acid sequence, predict their binding affinity value. This is MHC class I binding data. (1) The peptide sequence is LIGLSSRATW. The MHC is HLA-B53:01 with pseudo-sequence HLA-B53:01. The binding affinity (normalized) is 0.451. (2) The peptide sequence is KFFPSSSYR. The MHC is HLA-B08:02 with pseudo-sequence HLA-B08:02. The binding affinity (normalized) is 0.0847. (3) The peptide sequence is HVLLPFYETL. The MHC is HLA-A68:02 with pseudo-sequence HLA-A68:02. The binding affinity (normalized) is 0.286. (4) The peptide sequence is SSYGMHWVR. The MHC is HLA-B08:01 with pseudo-sequence HLA-B08:01. The binding affinity (normalized) is 0. (5) The peptide sequence is KFRRFTQAI. The MHC is HLA-B46:01 with pseudo-sequence HLA-B46:01. The binding affinity (normalized) is 0.0847. (6) The peptide sequence is RGINDRNFW. The MHC is HLA-B40:01 with pseudo-sequence HLA-B40:01. The binding affinity (normalized) is 0.0847. (7) The peptide sequence is EDAQPGLLSY. The MHC is HLA-A26:01 with pseudo-sequence HLA-A26:01. The binding affinity (normalized) is 0.0610.